From a dataset of Reaction yield outcomes from USPTO patents with 853,638 reactions. Predict the reaction yield, written as a fraction of the theoretical maximum amount of product (1.0 means a 100% yield; for example, 0.34 means a 34% yield). (1) The reactants are [CH2:1]1[CH2:6][C@H:5]([C:7]([OH:9])=[O:8])[CH2:4][CH2:3][C@H:2]1[CH2:10][NH2:11].[CH3:12][C:13]([CH3:31])([CH3:30])[C:14]([O:16][CH:17]([O:19][C:20](ON1C(=O)CCC1=O)=[O:21])[CH3:18])=[O:15]. The catalyst is CC(OC)(C)C.CC(C)=O.O. The product is [CH3:30][C:13]([CH3:12])([CH3:31])[C:14]([O:16][CH:17]([O:19][C:20]([NH:11][CH2:10][C@H:2]1[CH2:3][CH2:4][C@H:5]([C:7]([OH:9])=[O:8])[CH2:6][CH2:1]1)=[O:21])[CH3:18])=[O:15]. The yield is 0.160. (2) The reactants are [H-].[Na+].[C:3]1([CH:9]([N:13]2[CH:17]=[C:16]([C:18]3[C:19]4[CH:26]=[CH:25][N:24]([CH2:27][O:28][CH2:29][CH2:30][Si:31]([CH3:34])([CH3:33])[CH3:32])[C:20]=4[N:21]=[CH:22][N:23]=3)[CH:15]=[N:14]2)[CH2:10][CH2:11][OH:12])[CH:8]=[CH:7][CH:6]=[CH:5][CH:4]=1.[CH3:35]N(C=O)C.CI. No catalyst specified. The product is [CH3:35][O:12][CH2:11][CH2:10][CH:9]([N:13]1[CH:17]=[C:16]([C:18]2[C:19]3[CH:26]=[CH:25][N:24]([CH2:27][O:28][CH2:29][CH2:30][Si:31]([CH3:33])([CH3:32])[CH3:34])[C:20]=3[N:21]=[CH:22][N:23]=2)[CH:15]=[N:14]1)[C:3]1[CH:8]=[CH:7][CH:6]=[CH:5][CH:4]=1. The yield is 0.880. (3) The reactants are [Br:1][C:2]1[CH:17]=[CH:16][C:5]2[N:6]([CH2:11][CH2:12][CH:13]([CH3:15])[CH3:14])[C:7]([CH2:9]O)=[N:8][C:4]=2[CH:3]=1.S(Cl)([Cl:20])=O. The catalyst is C(Cl)Cl. The product is [Br:1][C:2]1[CH:17]=[CH:16][C:5]2[N:6]([CH2:11][CH2:12][CH:13]([CH3:15])[CH3:14])[C:7]([CH2:9][Cl:20])=[N:8][C:4]=2[CH:3]=1. The yield is 0.910. (4) The reactants are [CH3:1][N:2]1[C:7](=[O:8])[C:6]([C:9]2[CH:14]=[CH:13][N:12]=[CH:11][CH:10]=2)=[C:5]2[C:15](=[O:31])[N:16]([CH2:19][CH2:20][C:21]3[CH:30]=[CH:29][C:28]4[C:23](=[CH:24][CH:25]=[CH:26][CH:27]=4)[N:22]=3)[C:17](=S)[C:4]2=[CH:3]1. The catalyst is [Ni].CCO. The product is [CH3:1][N:2]1[C:7](=[O:8])[C:6]([C:9]2[CH:14]=[CH:13][N:12]=[CH:11][CH:10]=2)=[C:5]2[C:15](=[O:31])[N:16]([CH2:19][CH2:20][C:21]3[CH:30]=[CH:29][C:28]4[C:23](=[CH:24][CH:25]=[CH:26][CH:27]=4)[N:22]=3)[CH2:17][C:4]2=[CH:3]1. The yield is 0.260. (5) The reactants are [CH3:1][C:2](OC(C)=O)=[O:3].[NH2:8][C:9]1[C:27]([C:28]2[CH:33]=[CH:32][CH:31]=[CH:30][N:29]=2)=[C:12]2[NH:13][C:14]([C:18]3[CH:26]=[CH:25][C:21]4[O:22][CH2:23][O:24][C:20]=4[CH:19]=3)=[CH:15][C:16](=[O:17])[N:11]2[N:10]=1. The catalyst is N1C=CC=CC=1. The product is [O:22]1[C:21]2[CH:25]=[CH:26][C:18]([C:14]3[NH:13][C:12]4[N:11]([N:10]=[C:9]([NH:8][C:2](=[O:3])[CH3:1])[C:27]=4[C:28]4[CH:33]=[CH:32][CH:31]=[CH:30][N:29]=4)[C:16](=[O:17])[CH:15]=3)=[CH:19][C:20]=2[O:24][CH2:23]1. The yield is 0.740. (6) The yield is 0.560. The reactants are [CH3:1][NH:2][C:3](=O)[CH2:4][CH:5]([C:15]1[CH:20]=[CH:19][CH:18]=[CH:17][CH:16]=1)[C:6]1[C:14]2[C:9](=[N:10][CH:11]=[CH:12][CH:13]=2)[NH:8][CH:7]=1.[H-].[H-].[H-].[H-].[Li+].[Al+3]. The catalyst is C1COCC1. The product is [CH3:1][NH:2][CH2:3][CH2:4][CH:5]([C:15]1[CH:20]=[CH:19][CH:18]=[CH:17][CH:16]=1)[C:6]1[C:14]2[C:9](=[N:10][CH:11]=[CH:12][CH:13]=2)[NH:8][CH:7]=1. (7) The product is [ClH:1].[CH3:20][O:22][C:13]([N:8]1[CH2:7][CH2:6][C:11](=[O:12])[CH2:10][CH2:9]1)=[O:25]. The yield is 0.800. The reactants are [ClH:1].COC([CH:6]1[C:11](=[O:12])[CH2:10][CH2:9][N:8]([CH2:13]C2C=CC=CC=2)[CH2:7]1)=O.[CH2:20]([OH:22])C.[H][H].[OH2:25]. The catalyst is [Pd]. (8) The reactants are Cl[C:2]1[CH:11]=[CH:10][C:9]2[N:8]=[CH:7][C:6]3[CH2:12][N:13]([CH3:40])[C:14](=[O:39])[N:15]([C:16]4[CH:21]=[CH:20][C:19]([N:22]5[CH2:27][CH2:26][N:25]([C:28]([O:30][C:31]([CH3:34])([CH3:33])[CH3:32])=[O:29])[CH2:24][CH2:23]5)=[C:18]([C:35]([F:38])([F:37])[F:36])[CH:17]=4)[C:5]=3[C:4]=2[CH:3]=1.[N:41]1[C:50]2[C:45](=[CH:46][CH:47]=[CH:48][CH:49]=2)[CH:44]=[C:43](B(O)O)[CH:42]=1.CC(C1C=C(C(C)C)C(C2C(P(C(C)(C)C)C(C)(C)C)=CC=CC=2)=C(C(C)C)C=1)C.C([O-])([O-])=O.[Na+].[Na+]. The catalyst is O1CCOCC1. The product is [CH3:40][N:13]1[CH2:12][C:6]2[CH:7]=[N:8][C:9]3[CH:10]=[CH:11][C:2]([C:43]4[CH:42]=[N:41][C:50]5[C:45]([CH:44]=4)=[CH:46][CH:47]=[CH:48][CH:49]=5)=[CH:3][C:4]=3[C:5]=2[N:15]([C:16]2[CH:21]=[CH:20][C:19]([N:22]3[CH2:23][CH2:24][N:25]([C:28]([O:30][C:31]([CH3:32])([CH3:33])[CH3:34])=[O:29])[CH2:26][CH2:27]3)=[C:18]([C:35]([F:36])([F:38])[F:37])[CH:17]=2)[C:14]1=[O:39]. The yield is 0.470. (9) The reactants are [CH3:1][O:2][C:3]1[CH:20]=[CH:19][C:6]([C:7]([C:9]2[CH:10]=[C:11]([S:15](Cl)(=[O:17])=[O:16])[CH:12]=[CH:13][CH:14]=2)=[O:8])=[CH:5][CH:4]=1.[NH3:21]. The catalyst is ClCCl.CO. The product is [CH3:1][O:2][C:3]1[CH:20]=[CH:19][C:6]([C:7]([C:9]2[CH:10]=[C:11]([S:15]([NH2:21])(=[O:17])=[O:16])[CH:12]=[CH:13][CH:14]=2)=[O:8])=[CH:5][CH:4]=1. The yield is 0.500.